This data is from Forward reaction prediction with 1.9M reactions from USPTO patents (1976-2016). The task is: Predict the product of the given reaction. (1) Given the reactants [C:1]([O:5][C:6]([N:8]1[CH2:13][CH2:12][N:11]([C:14](=[O:29])[C:15]2[CH:20]=[CH:19][C:18]([N:21]3[C@H:25]([CH2:26][OH:27])[CH2:24][O:23][C:22]3=[O:28])=[CH:17][CH:16]=2)[CH2:10][CH2:9]1)=[O:7])([CH3:4])([CH3:3])[CH3:2].[CH2:30](I)[CH3:31], predict the reaction product. The product is: [C:1]([O:5][C:6]([N:8]1[CH2:9][CH2:10][N:11]([C:14](=[O:29])[C:15]2[CH:16]=[CH:17][C:18]([N:21]3[C@H:25]([CH2:26][O:27][CH2:30][CH3:31])[CH2:24][O:23][C:22]3=[O:28])=[CH:19][CH:20]=2)[CH2:12][CH2:13]1)=[O:7])([CH3:4])([CH3:2])[CH3:3]. (2) Given the reactants Br[C:2]1[CH:3]=[C:4]2[C:8](=[CH:9][CH:10]=1)[NH:7][C:6](=[O:11])[C:5]12[CH2:15][CH2:14][CH2:13][CH2:12]1.[C:16]([O:20][C:21]([N:23]1[CH:27]=[CH:26][CH:25]=[C:24]1B(O)O)=[O:22])([CH3:19])([CH3:18])[CH3:17].C(=O)([O-])[O-].[K+].[K+], predict the reaction product. The product is: [O:11]=[C:6]1[C:5]2([CH2:15][CH2:14][CH2:13][CH2:12]2)[C:4]2[C:8](=[CH:9][CH:10]=[C:2]([C:24]3[N:23]([C:21]([O:20][C:16]([CH3:19])([CH3:18])[CH3:17])=[O:22])[CH:27]=[CH:26][CH:25]=3)[CH:3]=2)[NH:7]1.